From a dataset of Tyrosyl-DNA phosphodiesterase HTS with 341,365 compounds. Binary Classification. Given a drug SMILES string, predict its activity (active/inactive) in a high-throughput screening assay against a specified biological target. (1) The compound is S=C1N(CCOc2ccccc2)C(=O)CN1. The result is 0 (inactive). (2) The compound is S(=O)(=O)(c1c(cc(n(c1=O)CC#C)C)C)c1ccccc1. The result is 0 (inactive). (3) The compound is o1nc(c2CCCc12)C(=O)Nc1ccc(cc1)C(=O)C. The result is 1 (active). (4) The molecule is O1C(C(OC(=O)/C(C)=C/C)Cc2c1ccc1c2oc(=O)cc1)(C)C. The result is 0 (inactive). (5) The drug is O=C(N\N=C(\C12CC3CC(C1)CC(C2)C3)C)c1ccncc1. The result is 0 (inactive). (6) The drug is o1c(c(cc1)C)C(=O)Nc1ccc(cc1)CC(O)=O. The result is 0 (inactive). (7) The drug is o1nc2c(Nc3c(cccc3)C)cccc2n1. The result is 1 (active). (8) The compound is O=C(NNC(=O)c1cc(NC(=O)C)ccc1)c1ccc(n2nnnc2)cc1. The result is 0 (inactive). (9) The compound is O(c1c(n2nc(c3c(c2=O)cccc3)C(=O)NCC(=O)NCc2c(OC)cccc2)ccc(OC)c1)C. The result is 0 (inactive).